Dataset: Catalyst prediction with 721,799 reactions and 888 catalyst types from USPTO. Task: Predict which catalyst facilitates the given reaction. Reactant: O[CH2:2][C:3]1[S:7][C:6]([C:8]([O:10][CH3:11])=[O:9])=[CH:5][CH:4]=1.P(Br)(Br)[Br:13].C(=O)(O)[O-].[Na+]. Product: [Br:13][CH2:2][C:3]1[S:7][C:6]([C:8]([O:10][CH3:11])=[O:9])=[CH:5][CH:4]=1. The catalyst class is: 2.